Predict the reactants needed to synthesize the given product. From a dataset of Full USPTO retrosynthesis dataset with 1.9M reactions from patents (1976-2016). (1) Given the product [NH:1]1[CH:5]=[CH:4][C:3]([NH:6][C:7]2[N:11]([C:12]3[CH:17]=[C:16]([NH2:18])[N:15]=[C:14]([CH3:19])[N:13]=3)[N:10]=[C:9]([C:20]([OH:22])=[O:21])[CH:8]=2)=[N:2]1, predict the reactants needed to synthesize it. The reactants are: [NH:1]1[CH:5]=[CH:4][C:3]([NH:6][C:7]2[N:11]([C:12]3[CH:17]=[C:16]([NH2:18])[N:15]=[C:14]([CH3:19])[N:13]=3)[N:10]=[C:9]([C:20]([O:22]C)=[O:21])[CH:8]=2)=[N:2]1.O.[OH-].[Li+].CO.C([O-])(O)=O.[Na+]. (2) Given the product [C:1]([O:5][C:6]([N:8]1[CH2:13][CH2:12][CH:11]([O:14][C:15]2[CH:20]=[CH:19][CH:18]=[C:17]([NH:21][C:33](=[O:34])[C:32]3[CH:36]=[CH:37][C:38]([F:40])=[CH:39][C:31]=3[Cl:30])[CH:16]=2)[CH2:10][CH:9]1[CH3:22])=[O:7])([CH3:4])([CH3:2])[CH3:3], predict the reactants needed to synthesize it. The reactants are: [C:1]([O:5][C:6]([N:8]1[CH2:13][CH2:12][CH:11]([O:14][C:15]2[CH:20]=[CH:19][CH:18]=[C:17]([NH2:21])[CH:16]=2)[CH2:10][CH:9]1[CH3:22])=[O:7])([CH3:4])([CH3:3])[CH3:2].C(N(CC)CC)C.[Cl:30][C:31]1[CH:39]=[C:38]([F:40])[CH:37]=[CH:36][C:32]=1[C:33](Cl)=[O:34]. (3) Given the product [NH:19]1[C:20]2=[N:21][CH:22]=[CH:23][CH:24]=[C:25]2[C:17]([CH2:15][C:11]2[C:12]([OH:38])=[N:13][C:8]([NH:7][CH2:6][C:5]3[CH:26]=[CH:27][C:2]([Cl:1])=[CH:3][CH:4]=3)=[CH:9][CH:10]=2)=[CH:18]1, predict the reactants needed to synthesize it. The reactants are: [Cl:1][C:2]1[CH:27]=[CH:26][C:5]([CH2:6][NH:7][C:8]2[N:13]=[C:12](Cl)[C:11]([CH:15]([C:17]3[C:25]4[C:20](=[N:21][CH:22]=[CH:23][CH:24]=4)[NH:19][CH:18]=3)O)=[CH:10][CH:9]=2)=[CH:4][CH:3]=1.C([SiH](CC)CC)C.FC(F)(F)C(O)=[O:38]. (4) Given the product [CH3:7][C:8]1[C:9](=[O:14])[N:10]([CH2:21][C:22]([F:25])([F:24])[F:23])[CH:11]=[CH:12][CH:13]=1, predict the reactants needed to synthesize it. The reactants are: C(=O)([O-])[O-].[Cs+].[Cs+].[CH3:7][C:8]1[C:9](=[O:14])[NH:10][CH:11]=[CH:12][CH:13]=1.ClC(Cl)(Cl)S(O[CH2:21][C:22]([F:25])([F:24])[F:23])(=O)=O.O.